This data is from Forward reaction prediction with 1.9M reactions from USPTO patents (1976-2016). The task is: Predict the product of the given reaction. (1) Given the reactants [NH2:1][CH2:2][CH:3]1[CH2:7][C:6]2[CH:8]=[C:9]([C:13]3[S:17][C:16]([C:18](=[O:20])[CH3:19])=[CH:15][CH:14]=3)[CH:10]=[C:11]([Cl:12])[C:5]=2[O:4]1.CCN=C=NCCC[N:29]([CH3:31])C.[CH:32]1[CH:33]=[CH:34][C:35]2N(O)N=[N:38][C:36]=2[CH:37]=1.CCN(C(C)C)C(C)C.CN([CH:54]=[O:55])C, predict the reaction product. The product is: [C:18]([C:16]1[S:17][C:13]([C:9]2[CH:10]=[C:11]([Cl:12])[C:5]3[O:4][CH:3]([CH2:2][NH:1][C:54](=[O:55])/[CH:35]=[CH:34]/[C:33]4[CH:31]=[N:29][C:36]([NH2:38])=[CH:37][CH:32]=4)[CH2:7][C:6]=3[CH:8]=2)=[CH:14][CH:15]=1)(=[O:20])[CH3:19]. (2) The product is: [F:1][C:2]1[CH:3]=[C:4]([NH:18][C:29](=[O:30])[CH2:28][C:27]([NH:26][C:23]2[CH:24]=[CH:25][C:20]([F:19])=[CH:21][CH:22]=2)=[O:32])[CH:5]=[CH:6][C:7]=1[O:8][C:9]1[CH:14]=[CH:13][N:12]=[C:11]2[CH:15]=[CH:16][S:17][C:10]=12. Given the reactants [F:1][C:2]1[CH:3]=[C:4]([NH2:18])[CH:5]=[CH:6][C:7]=1[O:8][C:9]1[CH:14]=[CH:13][N:12]=[C:11]2[CH:15]=[CH:16][S:17][C:10]=12.[F:19][C:20]1[CH:25]=[CH:24][C:23]([NH:26][C:27](=[O:32])[CH2:28][C:29](O)=[O:30])=[CH:22][CH:21]=1.C(O)(=O)CC(O)=O.FC1C=CC(N)=CC=1.CCN=C=NCCCN(C)C, predict the reaction product. (3) The product is: [C:1]([O:5][C:6](=[O:23])[N:7]([CH3:24])[C:8]1[C:9]([O:15][C:16]2[CH:21]=[CH:20][CH:19]=[CH:18][C:17]=2[CH3:22])=[N:10][C:11]([CH3:14])=[N:12][CH:13]=1)([CH3:4])([CH3:3])[CH3:2]. Given the reactants [C:1]([O:5][C:6](=[O:23])[NH:7][C:8]1[C:9]([O:15][C:16]2[CH:21]=[CH:20][CH:19]=[CH:18][C:17]=2[CH3:22])=[N:10][C:11]([CH3:14])=[N:12][CH:13]=1)([CH3:4])([CH3:3])[CH3:2].[CH3:24]N(C)C=O.CI, predict the reaction product. (4) Given the reactants [I:1][C:2]1[C:3]([OH:12])=[CH:4][C:5]2[C:10]([CH:11]=1)=[CH:9][CH:8]=[CH:7][CH:6]=2.Br[CH2:14][C:15]#[N:16].C(=O)([O-])[O-].[K+].[K+], predict the reaction product. The product is: [I:1][C:2]1[C:3]([O:12][CH2:14][C:15]#[N:16])=[CH:4][C:5]2[C:10]([CH:11]=1)=[CH:9][CH:8]=[CH:7][CH:6]=2.